This data is from Reaction yield outcomes from USPTO patents with 853,638 reactions. The task is: Predict the reaction yield, written as a fraction of the theoretical maximum amount of product (1.0 means a 100% yield; for example, 0.34 means a 34% yield). (1) The reactants are Br[C:2]1[CH:3]=[C:4]([NH2:8])[CH:5]=[N:6][CH:7]=1.[CH3:9][N:10]([CH3:14])[CH2:11][C:12]#[CH:13]. The catalyst is Cl[Pd](Cl)([P](C1C=CC=CC=1)(C1C=CC=CC=1)C1C=CC=CC=1)[P](C1C=CC=CC=1)(C1C=CC=CC=1)C1C=CC=CC=1.[Cu](I)I. The product is [CH3:9][N:10]([CH3:14])[CH2:11][C:12]#[C:13][C:2]1[CH:3]=[C:4]([NH2:8])[CH:5]=[N:6][CH:7]=1. The yield is 0.540. (2) The reactants are [CH2:1]([C:8]1[N:13]=[C:12]([CH3:14])[C:11]([C:15]([O:17]CC)=[O:16])=[CH:10][N:9]=1)[C:2]1[CH:7]=[CH:6][CH:5]=[CH:4][CH:3]=1.[OH-].[Na+]. The catalyst is C(O)C. The product is [CH2:1]([C:8]1[N:13]=[C:12]([CH3:14])[C:11]([C:15]([OH:17])=[O:16])=[CH:10][N:9]=1)[C:2]1[CH:3]=[CH:4][CH:5]=[CH:6][CH:7]=1. The yield is 0.910. (3) The reactants are [CH3:1][O:2][C@H:3]([CH2:6][S:7][C:8]1[CH:13]=[CH:12][CH:11]=[CH:10][C:9]=1[O:14][CH3:15])[CH2:4][OH:5].CC(OI1(OC(C)=O)(OC(C)=O)OC(=O)C2C=CC=CC1=2)=O.S([O-])([O-])(=O)=S.[Na+].[Na+].C(=O)([O-])O.[Na+]. The catalyst is ClCCl. The product is [CH3:1][O:2][C@H:3]([CH2:6][S:7][C:8]1[CH:13]=[CH:12][CH:11]=[CH:10][C:9]=1[O:14][CH3:15])[CH:4]=[O:5]. The yield is 0.310.